This data is from Forward reaction prediction with 1.9M reactions from USPTO patents (1976-2016). The task is: Predict the product of the given reaction. (1) The product is: [C:15]([C:14]1([C:13]([O:19][CH3:20])=[O:18])[CH2:9][CH2:8]1)(=[O:16])[CH3:17]. Given the reactants C(=O)([O-])[O-].[K+].[K+].Cl[CH2:8][CH2:9]Cl.[I-].[K+].[C:13]([O:19][CH3:20])(=[O:18])[CH2:14][C:15]([CH3:17])=[O:16], predict the reaction product. (2) The product is: [Br:19][C:20]1[CH:21]=[C:22]([CH:23]=[CH:24][CH:25]=1)[CH2:26][NH:27][C:16](=[O:18])[CH2:15][N:11]([CH:12]([CH3:13])[CH3:14])[S:8]([C:5]1[CH:4]=[CH:3][C:2]([F:1])=[CH:7][CH:6]=1)(=[O:9])=[O:10]. Given the reactants [F:1][C:2]1[CH:7]=[CH:6][C:5]([S:8]([N:11]([CH2:15][C:16]([OH:18])=O)[CH:12]([CH3:14])[CH3:13])(=[O:10])=[O:9])=[CH:4][CH:3]=1.[Br:19][C:20]1[CH:21]=[C:22]([CH2:26][NH2:27])[CH:23]=[CH:24][CH:25]=1.CN(C(ON1N=NC2C=CC=NC1=2)=[N+](C)C)C.F[P-](F)(F)(F)(F)F.OS([O-])(=O)=O.[K+], predict the reaction product.